This data is from Reaction yield outcomes from USPTO patents with 853,638 reactions. The task is: Predict the reaction yield, written as a fraction of the theoretical maximum amount of product (1.0 means a 100% yield; for example, 0.34 means a 34% yield). (1) The reactants are [F:1][C:2]1[CH:21]=[C:20]([F:22])[CH:19]=[CH:18][C:3]=1[O:4][C:5]1[CH:10]=[CH:9][C:8]([S:11]([NH2:14])(=[O:13])=[O:12])=[CH:7][C:6]=1[N+:15]([O-])=O.[Cl-].[NH4+].O1CCCC1.C(O)C. The catalyst is [Fe].O. The product is [NH2:15][C:6]1[CH:7]=[C:8]([S:11]([NH2:14])(=[O:13])=[O:12])[CH:9]=[CH:10][C:5]=1[O:4][C:3]1[CH:18]=[CH:19][C:20]([F:22])=[CH:21][C:2]=1[F:1]. The yield is 0.950. (2) The reactants are C([O-])([O-])=O.[K+].[K+].Br[C:8]1[CH:13]=[CH:12][CH:11]=[CH:10][CH:9]=1.[NH:14]1[CH:18]=[CH:17][N:16]=[CH:15]1.C(OCCCCCC)CCCCC. The catalyst is Cl[Cu].CN1C(=O)CCC1. The product is [C:8]1([N:14]2[CH:18]=[CH:17][N:16]=[CH:15]2)[CH:13]=[CH:12][CH:11]=[CH:10][CH:9]=1. The yield is 0.900. (3) The reactants are [C:1]1([OH:11])[C:10]2[C:5](=[CH:6][CH:7]=[CH:8][CH:9]=2)[CH:4]=[CH:3][CH:2]=1.C(NC(C)C)(C)C.[Br:19]N1C(=O)CCC1=O. The catalyst is ClCCl. The product is [Br:19][C:2]1[CH:3]=[CH:4][C:5]2[C:10](=[CH:9][CH:8]=[CH:7][CH:6]=2)[C:1]=1[OH:11]. The yield is 0.850. (4) The reactants are [F:1][C:2]1[CH:7]=[CH:6][C:5]([C:8]2[S:9][C:10]3[N:11]=[C:12]([CH3:18])[NH:13][C:14](=O)[C:15]=3[N:16]=2)=[CH:4][CH:3]=1.C(N(C(C)C)CC)(C)C.O=P(Cl)(Cl)[Cl:30]. No catalyst specified. The product is [Cl:30][C:14]1[C:15]2[N:16]=[C:8]([C:5]3[CH:6]=[CH:7][C:2]([F:1])=[CH:3][CH:4]=3)[S:9][C:10]=2[N:11]=[C:12]([CH3:18])[N:13]=1. The yield is 0.400. (5) The reactants are CC(C)([O-])C.[K+].[F:7][C:8]1[CH:9]=[C:10]([OH:14])[CH:11]=[CH:12][CH:13]=1.Cl[C:16]1[CH:17]=[CH:18][C:19]([N+:31]([O-:33])=[O:32])=[C:20]([CH2:22][NH:23][C:24](=[O:30])[O:25][C:26]([CH3:29])([CH3:28])[CH3:27])[CH:21]=1. The catalyst is CN(C)C(=O)C.O1CCCC1. The product is [C:26]([O:25][C:24](=[O:30])[NH:23][CH2:22][C:20]1[CH:21]=[C:16]([O:14][C:10]2[CH:11]=[CH:12][CH:13]=[C:8]([F:7])[CH:9]=2)[CH:17]=[CH:18][C:19]=1[N+:31]([O-:33])=[O:32])([CH3:29])([CH3:27])[CH3:28]. The yield is 0.810.